This data is from CYP2C19 inhibition data for predicting drug metabolism from PubChem BioAssay. The task is: Regression/Classification. Given a drug SMILES string, predict its absorption, distribution, metabolism, or excretion properties. Task type varies by dataset: regression for continuous measurements (e.g., permeability, clearance, half-life) or binary classification for categorical outcomes (e.g., BBB penetration, CYP inhibition). Dataset: cyp2c19_veith. The drug is CCOC(=O)[C@@H](O)Cc1cnc2ccccc2n1. The result is 0 (non-inhibitor).